Dataset: Forward reaction prediction with 1.9M reactions from USPTO patents (1976-2016). Task: Predict the product of the given reaction. Given the reactants [NH:1]1[CH2:6][CH2:5][C:4]2([O:11][C:10]3[C:12]4[C:17]([C:18](=[O:21])[C:19](=[O:20])[C:9]=3[S:8][CH2:7]2)=[CH:16][CH:15]=[CH:14][CH:13]=4)[CH2:3][CH2:2]1.[C@@H:22]1([C:31]([OH:33])=[O:32])[CH2:27][CH2:26][CH2:25][CH2:24][C@@H:23]1[C:28]([OH:30])=[O:29], predict the reaction product. The product is: [C:31]([C@H:22]1[CH2:27][CH2:26][CH2:25][CH2:24][C@H:23]1[C:28]([O-:30])=[O:29])([OH:33])=[O:32].[NH2+:1]1[CH2:2][CH2:3][C:4]2([O:11][C:10]3[C:12]4[C:17]([C:18](=[O:21])[C:19](=[O:20])[C:9]=3[S:8][CH2:7]2)=[CH:16][CH:15]=[CH:14][CH:13]=4)[CH2:5][CH2:6]1.